Dataset: Retrosynthesis with 50K atom-mapped reactions and 10 reaction types from USPTO. Task: Predict the reactants needed to synthesize the given product. (1) Given the product COC(=O)CCN1CCC(OC(=O)Nc2ccccc2-c2ccccc2)CC1, predict the reactants needed to synthesize it. The reactants are: COC(=O)CCBr.O=C(Nc1ccccc1-c1ccccc1)OC1CCNCC1. (2) Given the product C[Sn](C)(C)c1cccnc1, predict the reactants needed to synthesize it. The reactants are: Brc1cccnc1.C[Sn](C)(C)Cl. (3) Given the product Cc1cc(N2CCOCC2)cc(C)c1NC(=O)OCc1ccccc1, predict the reactants needed to synthesize it. The reactants are: Cc1cc(N2CCOCC2)cc(C)c1N.O=C(Cl)OCc1ccccc1. (4) The reactants are: CC[C@H](N)c1cc2cccc(F)c2c(=O)n1C1CC1.Cc1noc(-c2c(N)ncnc2Cl)n1. Given the product CC[C@H](Nc1ncnc(N)c1-c1nc(C)no1)c1cc2cccc(F)c2c(=O)n1C1CC1, predict the reactants needed to synthesize it. (5) Given the product COc1ccc(CNC(=O)c2cnc(CNC(=O)OC(C)(C)C)c3cc(OC)c(OC)cc23)cc1, predict the reactants needed to synthesize it. The reactants are: COc1cc2c(C(=O)O)cnc(CNC(=O)OC(C)(C)C)c2cc1OC.COc1ccc(CN)cc1.